From a dataset of Reaction yield outcomes from USPTO patents with 853,638 reactions. Predict the reaction yield, written as a fraction of the theoretical maximum amount of product (1.0 means a 100% yield; for example, 0.34 means a 34% yield). (1) The reactants are Cl[C:2]1[N:3]=[C:4]([NH:19][CH3:20])[C:5]2[CH2:10][CH2:9][CH:8]([C:11]3[CH:16]=[CH:15][C:14]([F:17])=[CH:13][C:12]=3[F:18])[C:6]=2[N:7]=1.[Cl:21][C:22]1[N:23]=[CH:24][N:25]([C:27]2[CH:33]=[CH:32][C:30]([NH2:31])=[CH:29][C:28]=2[O:34][CH3:35])[CH:26]=1. The catalyst is C1COCC1.C(O)(=O)C. The product is [Cl:21][C:22]1[N:23]=[CH:24][N:25]([C:27]2[CH:33]=[CH:32][C:30]([NH:31][C:2]3[N:3]=[C:4]([NH:19][CH3:20])[C:5]4[CH2:10][CH2:9][CH:8]([C:11]5[CH:16]=[CH:15][C:14]([F:17])=[CH:13][C:12]=5[F:18])[C:6]=4[N:7]=3)=[CH:29][C:28]=2[O:34][CH3:35])[CH:26]=1. The yield is 0.596. (2) The reactants are Cl[C:2]1[N:7]=[C:6]([C:8]2[CH:17]=[CH:16][C:11]([C:12]([O:14][CH3:15])=[O:13])=[C:10]([O:18][CH3:19])[CH:9]=2)[C:5]([CH3:20])=[CH:4][N:3]=1.[O:21]1[CH2:26][CH2:25][N:24]([C:27]2[CH:33]=[CH:32][C:30]([NH2:31])=[CH:29][CH:28]=2)[CH2:23][CH2:22]1.O.C1(C)C=CC(S(O)(=O)=O)=CC=1.CO. The catalyst is O1CCOCC1. The product is [O:21]1[CH2:22][CH2:23][N:24]([C:27]2[CH:28]=[CH:29][C:30]([NH:31][C:2]3[N:7]=[C:6]([C:8]4[CH:17]=[CH:16][C:11]([C:12]([O:14][CH3:15])=[O:13])=[C:10]([O:18][CH3:19])[CH:9]=4)[C:5]([CH3:20])=[CH:4][N:3]=3)=[CH:32][CH:33]=2)[CH2:25][CH2:26]1. The yield is 0.320. (3) The reactants are Cl[C:2]1[N:7]=[CH:6][C:5]([CH2:8][C:9]2[C:17]3[C:12](=[N:13][CH:14]=[CH:15][CH:16]=3)[N:11]([Si:18]([CH:25]([CH3:27])[CH3:26])([CH:22]([CH3:24])[CH3:23])[CH:19]([CH3:21])[CH3:20])[CH:10]=2)=[CH:4][CH:3]=1.[CH:28]([Mg]Cl)([CH3:30])[CH3:29].O. The yield is 0.704. The catalyst is O1CCCC1.Cl[Pd]Cl.C1(P(C2C=CC=CC=2)[C-]2C=CC=C2)C=CC=CC=1.[C-]1(P(C2C=CC=CC=2)C2C=CC=CC=2)C=CC=C1.[Fe+2]. The product is [CH:28]([C:2]1[N:7]=[CH:6][C:5]([CH2:8][C:9]2[C:17]3[C:12](=[N:13][CH:14]=[CH:15][CH:16]=3)[N:11]([Si:18]([CH:25]([CH3:27])[CH3:26])([CH:22]([CH3:24])[CH3:23])[CH:19]([CH3:20])[CH3:21])[CH:10]=2)=[CH:4][CH:3]=1)([CH3:30])[CH3:29]. (4) The reactants are Cl[C:2]1[N:3]=[CH:4][C:5]2[CH:10]=[C:9]([C:11]([N:13]([CH3:15])[CH3:14])=[O:12])[N:8]([CH:16]3[CH2:22][CH2:21][CH2:20][CH2:19][CH2:18][CH2:17]3)[C:6]=2[N:7]=1.[NH2:23][C:24]1[N:29]=[CH:28][C:27]([N:30]2[C:34](=[O:35])[C@@H:33]3[CH2:36][N:37]([C:39]([O:41][C:42]([CH3:45])([CH3:44])[CH3:43])=[O:40])[CH2:38][C@@H:32]3[CH2:31]2)=[CH:26][CH:25]=1. No catalyst specified. The product is [CH:16]1([N:8]2[C:6]3[N:7]=[C:2]([NH:23][C:24]4[N:29]=[CH:28][C:27]([N:30]5[C:34](=[O:35])[C@@H:33]6[CH2:36][N:37]([C:39]([O:41][C:42]([CH3:45])([CH3:44])[CH3:43])=[O:40])[CH2:38][C@@H:32]6[CH2:31]5)=[CH:26][CH:25]=4)[N:3]=[CH:4][C:5]=3[CH:10]=[C:9]2[C:11](=[O:12])[N:13]([CH3:15])[CH3:14])[CH2:22][CH2:21][CH2:20][CH2:19][CH2:18][CH2:17]1. The yield is 0.940.